Dataset: Catalyst prediction with 721,799 reactions and 888 catalyst types from USPTO. Task: Predict which catalyst facilitates the given reaction. (1) Reactant: [C:1]([C:3]1[CH:4]=[C:5]([CH:10]=[CH:11][C:12]=1[O:13][CH:14]([CH3:16])[CH3:15])[C:6]([O:8]C)=[O:7])#[N:2].[OH-].[Na+]. Product: [C:1]([C:3]1[CH:4]=[C:5]([CH:10]=[CH:11][C:12]=1[O:13][CH:14]([CH3:16])[CH3:15])[C:6]([OH:8])=[O:7])#[N:2]. The catalyst class is: 353. (2) Reactant: Cl[CH2:2][C:3]1[CH:31]=[CH:30][C:6]([C:7]([NH:9][C:10]2[C:11]([CH3:29])=[CH:12][CH:13]=[C:14]([NH:16][C:17]3[N:22]=[C:21]([C:23]4[CH:24]=[N:25][CH:26]=[CH:27][CH:28]=4)[CH:20]=[CH:19][N:18]=3)[CH:15]=2)=[O:8])=[CH:5][CH:4]=1.N1C=CC=CC=1.[CH3:38][N:39]1[CH2:45][CH2:44][CH2:43][NH:42][CH2:41][CH2:40]1. Product: [CH3:38][N:39]1[CH2:45][CH2:44][CH2:43][N:42]([CH2:2][C:3]2[CH:31]=[CH:30][C:6]([C:7]([NH:9][C:10]3[CH:15]=[C:14]([NH:16][C:17]4[N:22]=[C:21]([C:23]5[CH:24]=[N:25][CH:26]=[CH:27][CH:28]=5)[CH:20]=[CH:19][N:18]=4)[CH:13]=[CH:12][C:11]=3[CH3:29])=[O:8])=[CH:5][CH:4]=2)[CH2:41][CH2:40]1. The catalyst class is: 7. (3) Reactant: C[O:2][C:3]([C:5]1[S:6][CH:7]=[C:8]([CH3:29])[C:9]=1[N:10]([CH2:22][C:23]1[CH:28]=[CH:27][CH:26]=[CH:25][CH:24]=1)[S:11]([C:14]1[CH:19]=[CH:18][C:17]([O:20][CH3:21])=[CH:16][CH:15]=1)(=[O:13])=[O:12])=[O:4]. Product: [CH2:22]([N:10]([S:11]([C:14]1[CH:19]=[CH:18][C:17]([O:20][CH3:21])=[CH:16][CH:15]=1)(=[O:13])=[O:12])[C:9]1[C:8]([CH3:29])=[CH:7][S:6][C:5]=1[C:3]([OH:4])=[O:2])[C:23]1[CH:28]=[CH:27][CH:26]=[CH:25][CH:24]=1. The catalyst class is: 28.